From a dataset of NCI-60 drug combinations with 297,098 pairs across 59 cell lines. Regression. Given two drug SMILES strings and cell line genomic features, predict the synergy score measuring deviation from expected non-interaction effect. Synergy scores: CSS=32.1, Synergy_ZIP=-0.871, Synergy_Bliss=-1.24, Synergy_Loewe=-5.55, Synergy_HSA=-0.392. Drug 1: CCC1=CC2CC(C3=C(CN(C2)C1)C4=CC=CC=C4N3)(C5=C(C=C6C(=C5)C78CCN9C7C(C=CC9)(C(C(C8N6C)(C(=O)OC)O)OC(=O)C)CC)OC)C(=O)OC.C(C(C(=O)O)O)(C(=O)O)O. Cell line: SF-268. Drug 2: CN(CC1=CN=C2C(=N1)C(=NC(=N2)N)N)C3=CC=C(C=C3)C(=O)NC(CCC(=O)O)C(=O)O.